Dataset: NCI-60 drug combinations with 297,098 pairs across 59 cell lines. Task: Regression. Given two drug SMILES strings and cell line genomic features, predict the synergy score measuring deviation from expected non-interaction effect. (1) Drug 1: CC1CCC2CC(C(=CC=CC=CC(CC(C(=O)C(C(C(=CC(C(=O)CC(OC(=O)C3CCCCN3C(=O)C(=O)C1(O2)O)C(C)CC4CCC(C(C4)OC)OCCO)C)C)O)OC)C)C)C)OC. Drug 2: B(C(CC(C)C)NC(=O)C(CC1=CC=CC=C1)NC(=O)C2=NC=CN=C2)(O)O. Cell line: DU-145. Synergy scores: CSS=40.4, Synergy_ZIP=1.98, Synergy_Bliss=3.89, Synergy_Loewe=-14.2, Synergy_HSA=1.41. (2) Drug 1: C1=C(C(=O)NC(=O)N1)F. Drug 2: CC1=C(C(=CC=C1)Cl)NC(=O)C2=CN=C(S2)NC3=CC(=NC(=N3)C)N4CCN(CC4)CCO. Cell line: HCC-2998. Synergy scores: CSS=40.0, Synergy_ZIP=5.66, Synergy_Bliss=6.21, Synergy_Loewe=3.73, Synergy_HSA=3.84. (3) Drug 1: C1=CC=C(C=C1)NC(=O)CCCCCCC(=O)NO. Drug 2: CCN(CC)CCNC(=O)C1=C(NC(=C1C)C=C2C3=C(C=CC(=C3)F)NC2=O)C. Cell line: NCI-H226. Synergy scores: CSS=-2.46, Synergy_ZIP=-0.241, Synergy_Bliss=-3.69, Synergy_Loewe=-2.48, Synergy_HSA=-4.38.